This data is from Reaction yield outcomes from USPTO patents with 853,638 reactions. The task is: Predict the reaction yield, written as a fraction of the theoretical maximum amount of product (1.0 means a 100% yield; for example, 0.34 means a 34% yield). (1) The reactants are [O-:1][CH2:2][CH3:3].[Na+].[S:5]1[CH:9]=[CH:8][CH:7]=C1CC(O)=O.ClCCC[Si:18]([O:25][CH2:26][CH3:27])([O:22][CH2:23][CH3:24])[O:19][CH2:20][CH3:21]. The catalyst is S1C=CC=C1C(O)=O.C(O)C. The product is [C:2]([S:5][CH2:9][CH2:8][CH2:7][Si:18]([O:25][CH2:26][CH3:27])([O:22][CH2:23][CH3:24])[O:19][CH2:20][CH3:21])(=[O:1])[CH3:3]. The yield is 0.780. (2) The reactants are [F:1][C:2]1[CH:3]=[C:4]([CH:26]=[CH:27][CH:28]=1)[CH2:5][O:6][C:7]1[CH:12]=[CH:11][C:10]([NH:13][C:14]2[C:23]3[C:18](=[CH:19][CH:20]=[C:21](I)[CH:22]=3)[N:17]=[CH:16][N:15]=2)=[CH:9][C:8]=1[Br:25].[C:29]([O-:32])([O-])=O.[K+].[K+].[CH2:35](Cl)Cl.CO[CH2:40][CH2:41][O:42][CH3:43]. The catalyst is C(O)C.C1C=CC(P(C2C=CC=CC=2)[C-]2C=CC=C2)=CC=1.C1C=CC(P(C2C=CC=CC=2)[C-]2C=CC=C2)=CC=1.Cl[Pd]Cl.[Fe+2]. The product is [F:1][C:2]1[CH:3]=[C:4]([CH:26]=[CH:27][CH:28]=1)[CH2:5][O:6][C:7]1[CH:12]=[CH:11][C:10]([NH:13][C:14]2[C:23]3[C:18](=[CH:19][CH:20]=[C:21]([C:43]4[O:42][C:41]([CH:29]=[O:32])=[CH:40][CH:35]=4)[CH:22]=3)[N:17]=[CH:16][N:15]=2)=[CH:9][C:8]=1[Br:25]. The yield is 0.890.